From a dataset of Peptide-MHC class I binding affinity with 185,985 pairs from IEDB/IMGT. Regression. Given a peptide amino acid sequence and an MHC pseudo amino acid sequence, predict their binding affinity value. This is MHC class I binding data. The peptide sequence is SYAYMRNGW. The MHC is SLA-20401 with pseudo-sequence SLA-20401. The binding affinity (normalized) is 0.0847.